This data is from Catalyst prediction with 721,799 reactions and 888 catalyst types from USPTO. The task is: Predict which catalyst facilitates the given reaction. (1) Reactant: [N:1]1[CH:6]=[CH:5][CH:4]=[CH:3][C:2]=1[NH:7][C:8](=O)[O:9]C1C=CC=CC=1.[Cl:17][C:18]1[CH:19]=[C:20]([C:24]2[CH:25]=[CH:26][C:27]3[N:33]4[CH2:34][C@H:30]([CH2:31][CH2:32]4)[NH:29][C:28]=3[N:35]=2)[CH:21]=[CH:22][CH:23]=1. Product: [Cl:17][C:18]1[CH:19]=[C:20]([C:24]2[CH:25]=[CH:26][C:27]3[N:33]4[CH2:34][C@H:30]([CH2:31][CH2:32]4)[N:29]([C:8]([NH:7][C:2]4[CH:3]=[CH:4][CH:5]=[CH:6][N:1]=4)=[O:9])[C:28]=3[N:35]=2)[CH:21]=[CH:22][CH:23]=1. The catalyst class is: 840. (2) Product: [CH2:1]([C@H:8]([NH:21][C:22]([C@@H:24]([NH:29][C:30]([C@@H:32]([NH:34][C:35]([CH:37]1[CH2:38][C:39]2[C:44](=[CH:43][CH:42]=[CH:41][CH:40]=2)[CH2:45]1)=[O:36])[CH3:33])=[O:31])[CH2:25][CH:26]([CH3:28])[CH3:27])=[O:23])[C:9]([C:11](=[O:20])[NH:12][CH2:13][C:14]1[CH:19]=[CH:18][CH:17]=[CH:16][CH:15]=1)=[O:10])[C:2]1[CH:3]=[CH:4][CH:5]=[CH:6][CH:7]=1. The catalyst class is: 4. Reactant: [CH2:1]([C@H:8]([NH:21][C:22]([C@@H:24]([NH:29][C:30]([C@@H:32]([NH:34][C:35]([CH:37]1[CH2:45][C:44]2[C:39](=[CH:40][CH:41]=[CH:42][CH:43]=2)[CH2:38]1)=[O:36])[CH3:33])=[O:31])[CH2:25][CH:26]([CH3:28])[CH3:27])=[O:23])[CH:9]([C:11](=[O:20])[NH:12][CH2:13][C:14]1[CH:19]=[CH:18][CH:17]=[CH:16][CH:15]=1)[OH:10])[C:2]1[CH:7]=[CH:6][CH:5]=[CH:4][CH:3]=1.CC(OI1(OC(C)=O)(OC(C)=O)OC(=O)C2C=CC=CC1=2)=O. (3) The catalyst class is: 15. Reactant: [NH:1]([C:3]([O:5][C:6]([CH3:9])([CH3:8])[CH3:7])=[O:4])[NH2:2].S([O-])([O-])(=O)=O.[Mg+2].[CH3:16][C:17]([CH3:19])=O. Product: [C:17](=[N:2][NH:1][C:3]([O:5][C:6]([CH3:9])([CH3:8])[CH3:7])=[O:4])([CH3:19])[CH3:16]. (4) Reactant: [CH3:1][S:2]([NH:5][NH2:6])(=[O:4])=[O:3].C[O:8][C:9](=O)[C:10]1[CH:15]=[C:14]([C:16](=[O:21])[CH2:17][CH2:18][O:19][CH3:20])[C:13]([C:22]([F:25])([F:24])[F:23])=[CH:12][C:11]=1[N:26]=[C:27]=[O:28].[OH-].[Na+]. Product: [CH3:20][O:19][CH2:18][CH2:17][C:16]([C:14]1[CH:15]=[C:10]2[C:11](=[CH:12][C:13]=1[C:22]([F:23])([F:24])[F:25])[NH:26][C:27](=[O:28])[N:6]([NH:5][S:2]([CH3:1])(=[O:4])=[O:3])[C:9]2=[O:8])=[O:21]. The catalyst class is: 1. (5) Reactant: [CH3:1][O:2][C:3]1[CH:8]=[CH:7][C:6]([C:9]([C:13]2[CH:14]=[CH:15][C:16]([NH2:19])=[N:17][CH:18]=2)=[C:10]([CH3:12])[CH3:11])=[CH:5][CH:4]=1.[F:20][C:21]1[CH:22]=[N:23][CH:24]=[C:25]([C:29]=1[CH3:30])[C:26](O)=[O:27].C(N(CC)CC)C.C(P1(=O)OP(CCC)(=O)OP(CCC)(=O)O1)CC. Product: [F:20][C:21]1[CH:22]=[N:23][CH:24]=[C:25]([C:29]=1[CH3:30])[C:26]([NH:19][C:16]1[CH:15]=[CH:14][C:13]([C:9]([C:6]2[CH:5]=[CH:4][C:3]([O:2][CH3:1])=[CH:8][CH:7]=2)=[C:10]([CH3:12])[CH3:11])=[CH:18][N:17]=1)=[O:27]. The catalyst class is: 25.